This data is from NCI-60 drug combinations with 297,098 pairs across 59 cell lines. The task is: Regression. Given two drug SMILES strings and cell line genomic features, predict the synergy score measuring deviation from expected non-interaction effect. (1) Drug 1: C1=NC2=C(N=C(N=C2N1C3C(C(C(O3)CO)O)F)Cl)N. Drug 2: COC1=C2C(=CC3=C1OC=C3)C=CC(=O)O2. Cell line: T-47D. Synergy scores: CSS=1.59, Synergy_ZIP=1.89, Synergy_Bliss=3.65, Synergy_Loewe=0.218, Synergy_HSA=0.643. (2) Drug 1: C1CCC(C1)C(CC#N)N2C=C(C=N2)C3=C4C=CNC4=NC=N3. Drug 2: CC1=CC=C(C=C1)C2=CC(=NN2C3=CC=C(C=C3)S(=O)(=O)N)C(F)(F)F. Cell line: EKVX. Synergy scores: CSS=9.14, Synergy_ZIP=-2.68, Synergy_Bliss=-0.0736, Synergy_Loewe=-0.661, Synergy_HSA=1.66. (3) Drug 1: C1=NC2=C(N1)C(=S)N=CN2. Drug 2: C1CN(CCN1C(=O)CCBr)C(=O)CCBr. Cell line: KM12. Synergy scores: CSS=24.5, Synergy_ZIP=-5.71, Synergy_Bliss=-0.959, Synergy_Loewe=-10.9, Synergy_HSA=1.12. (4) Drug 1: CC1=C(N=C(N=C1N)C(CC(=O)N)NCC(C(=O)N)N)C(=O)NC(C(C2=CN=CN2)OC3C(C(C(C(O3)CO)O)O)OC4C(C(C(C(O4)CO)O)OC(=O)N)O)C(=O)NC(C)C(C(C)C(=O)NC(C(C)O)C(=O)NCCC5=NC(=CS5)C6=NC(=CS6)C(=O)NCCC[S+](C)C)O. Drug 2: CN(C(=O)NC(C=O)C(C(C(CO)O)O)O)N=O. Cell line: OVCAR3. Synergy scores: CSS=17.2, Synergy_ZIP=13.1, Synergy_Bliss=12.8, Synergy_Loewe=3.93, Synergy_HSA=8.19. (5) Drug 1: C1=CC(=CC=C1CCC2=CNC3=C2C(=O)NC(=N3)N)C(=O)NC(CCC(=O)O)C(=O)O. Drug 2: CN(CC1=CN=C2C(=N1)C(=NC(=N2)N)N)C3=CC=C(C=C3)C(=O)NC(CCC(=O)O)C(=O)O. Cell line: HS 578T. Synergy scores: CSS=47.3, Synergy_ZIP=-1.92, Synergy_Bliss=2.71, Synergy_Loewe=-8.02, Synergy_HSA=2.92. (6) Drug 1: COC1=C(C=C2C(=C1)N=CN=C2NC3=CC(=C(C=C3)F)Cl)OCCCN4CCOCC4. Drug 2: C1CCC(CC1)NC(=O)N(CCCl)N=O. Cell line: COLO 205. Synergy scores: CSS=28.4, Synergy_ZIP=-7.40, Synergy_Bliss=4.00, Synergy_Loewe=0.898, Synergy_HSA=5.26. (7) Drug 1: C1CC(=O)NC(=O)C1N2CC3=C(C2=O)C=CC=C3N. Drug 2: C1=CC(=CC=C1C#N)C(C2=CC=C(C=C2)C#N)N3C=NC=N3. Cell line: NCI-H322M. Synergy scores: CSS=0.150, Synergy_ZIP=-0.681, Synergy_Bliss=-2.45, Synergy_Loewe=1.10, Synergy_HSA=-1.00. (8) Drug 2: C1C(C(OC1N2C=NC3=C2NC=NCC3O)CO)O. Cell line: 786-0. Synergy scores: CSS=-2.08, Synergy_ZIP=1.57, Synergy_Bliss=1.42, Synergy_Loewe=-3.05, Synergy_HSA=-2.55. Drug 1: C1=NC2=C(N=C(N=C2N1C3C(C(C(O3)CO)O)O)F)N. (9) Drug 1: CC1=C2C(C(=O)C3(C(CC4C(C3C(C(C2(C)C)(CC1OC(=O)C(C(C5=CC=CC=C5)NC(=O)C6=CC=CC=C6)O)O)OC(=O)C7=CC=CC=C7)(CO4)OC(=O)C)O)C)OC(=O)C. Drug 2: CC12CCC3C(C1CCC2OP(=O)(O)O)CCC4=C3C=CC(=C4)OC(=O)N(CCCl)CCCl.[Na+]. Cell line: IGROV1. Synergy scores: CSS=42.2, Synergy_ZIP=6.65, Synergy_Bliss=9.66, Synergy_Loewe=1.87, Synergy_HSA=11.9.